This data is from Reaction yield outcomes from USPTO patents with 853,638 reactions. The task is: Predict the reaction yield, written as a fraction of the theoretical maximum amount of product (1.0 means a 100% yield; for example, 0.34 means a 34% yield). (1) The reactants are [Cl:1][C:2]1[C:3]([N+:16]([O-])=O)=[CH:4][C:5]([N+:13]([O-])=O)=[C:6](/[CH:8]=[CH:9]/N(C)C)[CH:7]=1. The catalyst is [Ni].CCO. The product is [Cl:1][C:2]1[CH:7]=[C:6]2[C:5](=[CH:4][C:3]=1[NH2:16])[NH:13][CH:9]=[CH:8]2. The yield is 0.160. (2) The reactants are [C:1]([N:8]1[CH2:13][CH2:12][CH:11]([N:14]2[C:18]3[N:19]=[C:20](Cl)[N:21]=[C:22]([N:23]4[CH2:28][CH2:27][O:26][CH2:25][CH2:24]4)[C:17]=3[N:16]=[N:15]2)[CH2:10][CH2:9]1)([O:3][C:4]([CH3:7])([CH3:6])[CH3:5])=[O:2].C([O-])([O-])=O.[Na+].[Na+].[NH2:36][C:37]1[N:42]=[C:41](B2OC(C)(C)C(C)(C)O2)[CH:40]=[CH:39][N:38]=1. The catalyst is C1C=CC([P]([Pd]([P](C2C=CC=CC=2)(C2C=CC=CC=2)C2C=CC=CC=2)([P](C2C=CC=CC=2)(C2C=CC=CC=2)C2C=CC=CC=2)[P](C2C=CC=CC=2)(C2C=CC=CC=2)C2C=CC=CC=2)(C2C=CC=CC=2)C2C=CC=CC=2)=CC=1.COCCOC. The product is [NH2:36][C:37]1[N:42]=[CH:41][C:40]([C:20]2[N:21]=[C:22]([N:23]3[CH2:28][CH2:27][O:26][CH2:25][CH2:24]3)[C:17]3[N:16]=[N:15][N:14]([CH:11]4[CH2:12][CH2:13][N:8]([C:1]([O:3][C:4]([CH3:7])([CH3:6])[CH3:5])=[O:2])[CH2:9][CH2:10]4)[C:18]=3[N:19]=2)=[CH:39][N:38]=1. The yield is 0.780. (3) The reactants are [CH3:1][C:2]1[C:3]([OH:16])=[CH:4][C:5]2[C:6]([CH3:15])([CH3:14])[CH2:7][CH2:8][C:9]([CH3:13])([CH3:12])[C:10]=2[CH:11]=1.[Br:17]Br.O. The catalyst is C(O)(=O)C. The product is [Br:17][C:4]1[C:5]2[C:6]([CH3:15])([CH3:14])[CH2:7][CH2:8][C:9]([CH3:12])([CH3:13])[C:10]=2[CH:11]=[C:2]([CH3:1])[C:3]=1[OH:16]. The yield is 0.920. (4) The reactants are Br[C:2]1[CH:3]=[C:4]([CH:9]2[CH2:14][C:13]([CH3:28])([S:15]([C:18]3[CH:23]=[CH:22][CH:21]=[C:20]([C:24]([F:27])([F:26])[F:25])[CH:19]=3)(=[O:17])=[O:16])[CH2:12][CH2:11][O:10]2)[CH:5]=[CH:6][C:7]=1[F:8].[C:29]([Cu])#[N:30]. The catalyst is CN1C(=O)CCC1. The product is [F:8][C:7]1[CH:6]=[CH:5][C:4]([CH:9]2[CH2:14][C:13]([CH3:28])([S:15]([C:18]3[CH:23]=[CH:22][CH:21]=[C:20]([C:24]([F:27])([F:25])[F:26])[CH:19]=3)(=[O:17])=[O:16])[CH2:12][CH2:11][O:10]2)=[CH:3][C:2]=1[C:29]#[N:30]. The yield is 0.560. (5) The reactants are C1(P(C2C=CC=CC=2)C2C=CC=CC=2)C=CC=CC=1.O[CH2:21][C:22]([CH2:45][CH3:46])=[CH:23][CH2:24][C:25]1[C:33]([O:34][CH2:35][CH2:36][Si:37]([CH3:40])([CH3:39])[CH3:38])=[C:32]2[C:28]([CH2:29][O:30][C:31]2=[O:41])=[C:27]([CH3:42])[C:26]=1[O:43][CH3:44].C(Br)(Br)(Br)[Br:48]. The catalyst is ClCCl. The product is [Br:48][CH2:21][C:22]([CH2:45][CH3:46])=[CH:23][CH2:24][C:25]1[C:33]([O:34][CH2:35][CH2:36][Si:37]([CH3:40])([CH3:39])[CH3:38])=[C:32]2[C:28]([CH2:29][O:30][C:31]2=[O:41])=[C:27]([CH3:42])[C:26]=1[O:43][CH3:44]. The yield is 0.770. (6) The reactants are [CH3:1][C:2]1[C:3]([CH:23]=O)=[CH:4][N:5]([S:13]([C:16]2[CH:21]=[CH:20][C:19]([CH3:22])=[CH:18][CH:17]=2)(=[O:15])=[O:14])[C:6]=1[C:7]1[CH:12]=[CH:11][CH:10]=[CH:9][CH:8]=1.[Cl-:25].C[NH3+].[C:28]([BH3-])#[N:29].[Na+]. No catalyst specified. The product is [ClH:25].[CH3:28][NH:29][CH2:23][C:3]1[C:2]([CH3:1])=[C:6]([C:7]2[CH:8]=[CH:9][CH:10]=[CH:11][CH:12]=2)[N:5]([S:13]([C:16]2[CH:21]=[CH:20][C:19]([CH3:22])=[CH:18][CH:17]=2)(=[O:14])=[O:15])[CH:4]=1. The yield is 0.500. (7) The reactants are [OH:1][C:2]1[CH:3]=[C:4]([CH:7]=[CH:8][C:9]=1[OH:10])[C:5]#[N:6].C([O-])([O-])=O.[K+].[K+].[CH2:17](Br)[C:18]1[CH:23]=[CH:22][CH:21]=[CH:20][CH:19]=1. The catalyst is CC(C)=O. The product is [CH2:17]([O:10][C:9]1[CH:8]=[CH:7][C:4]([C:5]#[N:6])=[CH:3][C:2]=1[OH:1])[C:18]1[CH:23]=[CH:22][CH:21]=[CH:20][CH:19]=1. The yield is 0.250. (8) The catalyst is CN(C)C=O.C(OCC)(=O)C. The product is [F:1][C:2]1[CH:34]=[CH:33][C:5]([CH2:6][N:7]2[C:16](=[O:17])[C:15]([C:18]3[NH:23][C:22]4[CH:24]=[CH:25][C:26]([C:36]#[N:37])=[CH:27][C:21]=4[S:20](=[O:30])(=[O:29])[N:19]=3)=[C:14]([OH:31])[C@H:13]3[C@@H:8]2[C@H:9]2[CH2:32][C@@H:12]3[CH2:11][CH2:10]2)=[CH:4][CH:3]=1. The yield is 0.960. The reactants are [F:1][C:2]1[CH:34]=[CH:33][C:5]([CH2:6][N:7]2[C:16](=[O:17])[C:15]([C:18]3[NH:23][C:22]4[CH:24]=[CH:25][C:26](I)=[CH:27][C:21]=4[S:20](=[O:30])(=[O:29])[N:19]=3)=[C:14]([OH:31])[C@H:13]3[C@@H:8]2[C@H:9]2[CH2:32][C@@H:12]3[CH2:11][CH2:10]2)=[CH:4][CH:3]=1.[Cu][C:36]#[N:37]. (9) The reactants are [C:1]([O:6][CH3:7])(=[O:5])[C:2]([CH3:4])=[CH2:3].[CH2:8](OCCCO)[C:9]1[CH:14]=[CH:13][CH:12]=[CH:11][CH:10]=1.[CH2:20](OC1C=CC(O)=CC=1)[C:21]1C=CC=CC=1. The catalyst is [O-]CCCC.[O-]CCCC.[O-]CCCC.[O-]CCCC.[Ti+4]. The product is [C:1]([O:6][CH2:7][CH2:20][CH2:21][CH2:8][C:9]1[CH:10]=[CH:11][CH:12]=[CH:13][CH:14]=1)(=[O:5])[C:2]([CH3:4])=[CH2:3]. The yield is 0.490. (10) The reactants are [CH3:1][O:2][C:3](=[O:13])[O:4][C:5]1[CH:10]=[CH:9][C:8]([F:11])=[CH:7][C:6]=1[CH3:12].[N+:14]([O-])([O-:16])=[O:15].[K+]. The catalyst is S(=O)(=O)(O)O. The product is [CH3:1][O:2][C:3](=[O:13])[O:4][C:5]1[CH:10]=[C:9]([N+:14]([O-:16])=[O:15])[C:8]([F:11])=[CH:7][C:6]=1[CH3:12]. The yield is 0.110.